This data is from Forward reaction prediction with 1.9M reactions from USPTO patents (1976-2016). The task is: Predict the product of the given reaction. (1) Given the reactants [CH2:1]([N:8]([OH:23])[C:9]([C:11]1[CH:16]=[C:15]([N:17]2[CH2:22][CH2:21][O:20][CH2:19][CH2:18]2)[CH:14]=[CH:13][N:12]=1)=[O:10])[C:2]1[CH:7]=[CH:6][CH:5]=[CH:4][CH:3]=1.[ClH:24].C(OCC)C, predict the reaction product. The product is: [ClH:24].[CH2:1]([N:8]([OH:23])[C:9]([C:11]1[CH:16]=[C:15]([N:17]2[CH2:22][CH2:21][O:20][CH2:19][CH2:18]2)[CH:14]=[CH:13][N:12]=1)=[O:10])[C:2]1[CH:3]=[CH:4][CH:5]=[CH:6][CH:7]=1. (2) The product is: [N:23]1[CH:22]=[CH:21][N:18]2[CH:19]=[CH:20][C:15]([N:10]3[CH2:11][CH2:12][N:8]([C:3]4[CH:4]=[N:5][CH:6]=[CH:7][C:2]=4[CH3:1])[C:9]3=[O:13])=[CH:16][C:17]=12. Given the reactants [CH3:1][C:2]1[CH:7]=[CH:6][N:5]=[CH:4][C:3]=1[N:8]1[CH2:12][CH2:11][NH:10][C:9]1=[O:13].Br[C:15]1[CH:20]=[CH:19][N:18]2[CH:21]=[CH:22][N:23]=[C:17]2[CH:16]=1.N[C@@H]1CCCC[C@H]1N.P([O-])([O-])([O-])=O.[K+].[K+].[K+], predict the reaction product.